From a dataset of Peptide-MHC class I binding affinity with 185,985 pairs from IEDB/IMGT. Regression. Given a peptide amino acid sequence and an MHC pseudo amino acid sequence, predict their binding affinity value. This is MHC class I binding data. (1) The peptide sequence is RPAIVVPAF. The binding affinity (normalized) is 0.0847. The MHC is HLA-B08:02 with pseudo-sequence HLA-B08:02. (2) The peptide sequence is VLGCDAALV. The MHC is HLA-A02:01 with pseudo-sequence HLA-A02:01. The binding affinity (normalized) is 0.422. (3) The peptide sequence is ITHRFFEL. The MHC is H-2-Kb with pseudo-sequence H-2-Kb. The binding affinity (normalized) is 0.828. (4) The peptide sequence is KLTQGRQTY. The MHC is HLA-A24:02 with pseudo-sequence HLA-A24:02. The binding affinity (normalized) is 0.0847. (5) The peptide sequence is KICLSGDGW. The MHC is H-2-Kb with pseudo-sequence H-2-Kb. The binding affinity (normalized) is 0.0696.